Dataset: Full USPTO retrosynthesis dataset with 1.9M reactions from patents (1976-2016). Task: Predict the reactants needed to synthesize the given product. (1) Given the product [C:2]([O:6][C:7]([N:9]1[CH2:14][CH2:13][N:12]([C:15]2[CH:20]=[CH:19][C:18]([NH2:21])=[CH:17][C:16]=2[C:24]#[N:25])[CH2:11][CH2:10]1)=[O:8])([CH3:5])([CH3:3])[CH3:4], predict the reactants needed to synthesize it. The reactants are: Cl.[C:2]([O:6][C:7]([N:9]1[CH2:14][CH2:13][N:12]([C:15]2[CH:20]=[CH:19][C:18]([N+:21]([O-])=O)=[CH:17][C:16]=2[C:24]#[N:25])[CH2:11][CH2:10]1)=[O:8])([CH3:5])([CH3:4])[CH3:3].C(=O)([O-])O.[Na+]. (2) Given the product [CH3:10][C:9]([NH:24][C:22](=[O:20])[CH3:23])([C:7]1[CH:6]=[CH:5][CH:4]=[C:3]([C:2]([F:14])([F:13])[F:1])[N:8]=1)[CH3:11], predict the reactants needed to synthesize it. The reactants are: [F:1][C:2]([F:14])([F:13])[C:3]1[N:8]=[C:7]([C:9](O)([CH3:11])[CH3:10])[CH:6]=[CH:5][CH:4]=1.S(=O)(=O)(O)O.[OH-:20].[Na+].[C:22](#[N:24])[CH3:23]. (3) The reactants are: [OH:1][C@H:2]([CH3:14])[CH2:3][N:4]1[CH:12]=[N:11][C:10]2[C:5]1=[N:6][CH:7]=[N:8][C:9]=2[NH2:13].CC[O:17][P:18]([O:32]CC)([CH2:20]OS(C1C=CC(C)=CC=1)(=O)=O)=[O:19].CC(C)([O-])C.[Mg+2].CC(C)([O-])C.CN(C)C=O. Given the product [P:18]([CH2:20][O:1][C@H:2]([CH3:14])[CH2:3][N:4]1[CH:12]=[N:11][C:10]2[C:5]1=[N:6][CH:7]=[N:8][C:9]=2[NH2:13])([OH:32])([OH:19])=[O:17], predict the reactants needed to synthesize it.